Dataset: Catalyst prediction with 721,799 reactions and 888 catalyst types from USPTO. Task: Predict which catalyst facilitates the given reaction. (1) Reactant: [Cl:1][C:2]1[CH:3]=[C:4]([CH:9]2[C:14]3[CH:15]=[CH:16][S:17][C:13]=3[C:12](=[N:18]O)[CH2:11][CH2:10]2)[CH:5]=[CH:6][C:7]=1[Cl:8].[OH2:20]. Product: [Cl:1][C:2]1[CH:3]=[C:4]([CH:9]2[CH2:10][CH2:11][NH:18][C:12](=[O:20])[C:13]3[S:17][CH:16]=[CH:15][C:14]2=3)[CH:5]=[CH:6][C:7]=1[Cl:8]. The catalyst class is: 13. (2) Reactant: [OH:1][C:2]1[CH:9]=[CH:8][C:5]([CH:6]=[O:7])=[CH:4][CH:3]=1.Cl[CH2:11][CH2:12][CH2:13][CH2:14][CH2:15][CH2:16][CH2:17][CH2:18][OH:19].C(=O)([O-])[O-].[K+].[K+].[I-].[K+]. Product: [OH:19][CH2:18][CH2:17][CH2:16][CH2:15][CH2:14][CH2:13][CH2:12][CH2:11][O:1][C:2]1[CH:9]=[CH:8][C:5]([CH:6]=[O:7])=[CH:4][CH:3]=1. The catalyst class is: 9. (3) Reactant: [C:1]([C:4]1[CH:9]=[CH:8][C:7]([NH:10][C:11](=[O:13])[CH3:12])=[C:6]([CH2:14][CH:15]=[CH2:16])[C:5]=1[OH:17])(=O)[CH3:2].Cl.[NH2:19][OH:20].C([O-])(=O)C.[Na+]. Product: [CH2:14]([C:6]1[C:5]([OH:17])=[C:4]([C:1](=[N:19][OH:20])[CH3:2])[CH:9]=[CH:8][C:7]=1[NH:10][C:11](=[O:13])[CH3:12])[CH:15]=[CH2:16]. The catalyst class is: 40. (4) Reactant: C([Li])CCC.[CH3:6][N:7]1[CH:11]=[CH:10][CH:9]=[N:8]1.[O:12]1[CH2:14][CH2:13]1. Product: [CH3:6][N:7]1[C:11]([CH2:14][CH2:13][OH:12])=[CH:10][CH:9]=[N:8]1. The catalyst class is: 76. (5) The catalyst class is: 12. Product: [ClH:1].[Cl:1][C:2]1[N:7]=[N:6][C:5]([N:8]2[C:16]3[CH2:15][CH2:14][NH:13][CH2:12][C:11]=3[CH:10]=[N:9]2)=[CH:4][CH:3]=1. Reactant: [Cl:1][C:2]1[N:7]=[N:6][C:5]([N:8]2[C:16]3[CH2:15][CH2:14][N:13](C(OC(C)(C)C)=O)[CH2:12][C:11]=3[CH:10]=[N:9]2)=[CH:4][CH:3]=1.Cl. (6) Reactant: [Cl:1][C:2]1[CH:10]=[C:9]([Cl:11])[C:8]([C:12]2[CH:17]=[CH:16][CH:15]=[CH:14][N:13]=2)=[CH:7][C:3]=1[C:4]([OH:6])=O.[NH2:18][C:19]1[N:23]([C:24]2[CH:29]=[CH:28][CH:27]=[CH:26][CH:25]=2)[N:22]=[C:21]([C:30]([O:32][CH2:33][CH3:34])=[O:31])[CH:20]=1.CCN(C(C)C)C(C)C.C(P1(=O)OP(CCC)(=O)OP(CCC)(=O)O1)CC. Product: [Cl:1][C:2]1[CH:10]=[C:9]([Cl:11])[C:8]([C:12]2[CH:17]=[CH:16][CH:15]=[CH:14][N:13]=2)=[CH:7][C:3]=1[C:4]([NH:18][C:19]1[N:23]([C:24]2[CH:29]=[CH:28][CH:27]=[CH:26][CH:25]=2)[N:22]=[C:21]([C:30]([O:32][CH2:33][CH3:34])=[O:31])[CH:20]=1)=[O:6]. The catalyst class is: 504. (7) Reactant: [C:1]([O:5][C:6]([NH:8][CH2:9][C:10]1[C:11]([CH2:31][CH:32]([CH3:34])[CH3:33])=[N:12][C:13]([CH3:30])=[C:14]([C:22]=1[C:23]1[CH:28]=[CH:27][C:26]([OH:29])=[CH:25][CH:24]=1)[C:15]([O:17][C:18]([CH3:21])([CH3:20])[CH3:19])=[O:16])=[O:7])([CH3:4])([CH3:3])[CH3:2].[C:35](=O)([O-])[O-].[K+].[K+].IC. Product: [C:1]([O:5][C:6]([NH:8][CH2:9][C:10]1[C:11]([CH2:31][CH:32]([CH3:34])[CH3:33])=[N:12][C:13]([CH3:30])=[C:14]([C:22]=1[C:23]1[CH:28]=[CH:27][C:26]([O:29][CH3:35])=[CH:25][CH:24]=1)[C:15]([O:17][C:18]([CH3:21])([CH3:20])[CH3:19])=[O:16])=[O:7])([CH3:4])([CH3:2])[CH3:3]. The catalyst class is: 42.